This data is from Full USPTO retrosynthesis dataset with 1.9M reactions from patents (1976-2016). The task is: Predict the reactants needed to synthesize the given product. (1) Given the product [CH2:1]([NH:3][C:4]([C:6]1[C:11](=[O:12])[C:10]([C:31]2[CH:30]=[CH:29][CH:28]=[C:27]([C:26]([F:37])([F:36])[F:25])[CH:32]=2)=[C:9]([CH3:14])[N:8]([CH:15]([C:17]2[CH:22]=[CH:21][C:20]([C:23]#[N:24])=[CH:19][CH:18]=2)[CH3:16])[CH:7]=1)=[O:5])[CH3:2], predict the reactants needed to synthesize it. The reactants are: [CH2:1]([NH:3][C:4]([C:6]1[C:11](=[O:12])[C:10](Br)=[C:9]([CH3:14])[N:8]([CH:15]([C:17]2[CH:22]=[CH:21][C:20]([C:23]#[N:24])=[CH:19][CH:18]=2)[CH3:16])[CH:7]=1)=[O:5])[CH3:2].[F:25][C:26]([F:37])([F:36])[C:27]1[CH:28]=[C:29](B(O)O)[CH:30]=[CH:31][CH:32]=1.C([O-])([O-])=O.[K+].[K+]. (2) Given the product [C:5]([N:8]1[C:17]2[C:12](=[CH:13][C:14]([Br:18])=[CH:15][CH:16]=2)[C@H:11]([NH2:19])[CH2:10][C@@H:9]1[CH3:26])(=[O:7])[CH3:6], predict the reactants needed to synthesize it. The reactants are: [Cl-].[Al+3].[Cl-].[Cl-].[C:5]([N:8]1[C:17]2[C:12](=[CH:13][C:14]([Br:18])=[CH:15][CH:16]=2)[C@H:11]([NH:19]C(=O)OC(C)C)[CH2:10][C@@H:9]1[CH3:26])(=[O:7])[CH3:6].C(N(CC)CC)C.CCOC(C)=O.